Task: Binary Classification. Given a drug SMILES string, predict its activity (active/inactive) in a high-throughput screening assay against a specified biological target.. Dataset: Cav3 T-type calcium channel HTS with 100,875 compounds (1) The drug is O1CCN(c2nc(c3c(CCCC3)c2C#N)CCC)CC1. The result is 0 (inactive). (2) The compound is O(CCCCCOc1ccc(cc1)C(N)=N)c1ccc(cc1)C(N)=N. The result is 0 (inactive). (3) The result is 0 (inactive). The compound is o1c2c(C(CCN3CCCCC3)c3ccc(N(C)C)cc3)c(OC)cc(OC)c2c(cc1=O)c1ccccc1. (4) The compound is O=C1N(C(Nc2c(cccc2)C(OC)=O)c2c1cccc2)c1cccnc1. The result is 0 (inactive). (5) The compound is Fc1cc(C(=O)NC2CCN(CC2)CC(=O)Nc2c(OCC)ccc(OCC)c2)ccc1. The result is 0 (inactive). (6) The compound is Brc1c(c2oc(nn2)CSc2n(c3ccccc3)c(nn2)C)cccc1. The result is 0 (inactive). (7) The molecule is O(C(=O)N1CCN(CC1)CC(=O)c1cc2CCN(c2cc1)C(=O)C)CC. The result is 0 (inactive). (8) The molecule is O(C(=O)c1n[nH]c2c1cccc2)CC(=O)Nc1noc(c1)C. The result is 0 (inactive). (9) The result is 0 (inactive). The compound is O1C2(C3C(C1C=C2)C(=O)N(C3=O)Cc1ccccc1)CNC(OC(C)(C)C)=O.